The task is: Predict which catalyst facilitates the given reaction.. This data is from Catalyst prediction with 721,799 reactions and 888 catalyst types from USPTO. (1) Reactant: [CH3:1][S:2][C:3]1[C:11]2[N:10]=[CH:9][NH:8][C:7]=2[CH:6]=[CH:5][CH:4]=1.[H-].[Na+].Br[CH2:15][CH:16]1[CH2:18][CH2:17]1. Product: [CH:16]1([CH2:15][N:8]2[C:7]3[CH:6]=[CH:5][CH:4]=[C:3]([S:2][CH3:1])[C:11]=3[N:10]=[CH:9]2)[CH2:18][CH2:17]1.[CH:16]1([CH2:15][N:10]2[C:11]3[C:3]([S:2][CH3:1])=[CH:4][CH:5]=[CH:6][C:7]=3[N:8]=[CH:9]2)[CH2:18][CH2:17]1. The catalyst class is: 3. (2) Product: [CH3:1][N:2]1[CH:10]=[C:9]2[C:4]([CH:5]=[C:6]([NH:11][C:12]([C:14]3[CH:19]=[CH:18][CH:17]=[CH:16][C:15]=3[NH:20][CH2:21][C:22]3[CH:27]=[CH:26][N:25]=[C:24]([NH:28][C:29]([N:31]4[CH2:32][CH2:33][C:34]([OH:37])([C:39]([F:41])([F:40])[F:38])[CH2:35][CH2:36]4)=[O:30])[CH:23]=3)=[O:13])[CH:7]=[CH:8]2)=[N:3]1. Reactant: [CH3:1][N:2]1[CH:10]=[C:9]2[C:4]([CH:5]=[C:6]([NH:11][C:12]([C:14]3[CH:19]=[CH:18][CH:17]=[CH:16][C:15]=3[NH:20][CH2:21][C:22]3[CH:27]=[CH:26][N:25]=[C:24]([NH:28][C:29]([N:31]4[CH2:36][CH2:35][C:34](=[O:37])[CH2:33][CH2:32]4)=[O:30])[CH:23]=3)=[O:13])[CH:7]=[CH:8]2)=[N:3]1.[F:38][C:39]([Si](C)(C)C)([F:41])[F:40].[F-].C([N+](CCCC)(CCCC)CCCC)CCC. The catalyst class is: 1. (3) Reactant: [BH4-].[Na+].[C:3]([O:7][C:8]([NH:10][C:11]1[CH:12]=[CH:13][C:14]2[N:15]([N:17]=[C:18]([C:32]3[CH:37]=[CH:36][CH:35]=[CH:34][CH:33]=3)[C:19]=2[C:20]([C:22]2[N:27]=[C:26]([C:28]([O:30][CH3:31])=[O:29])[CH:25]=[CH:24][CH:23]=2)=[O:21])[CH:16]=1)=[O:9])([CH3:6])([CH3:5])[CH3:4].[Cl-].[NH4+]. Product: [C:3]([O:7][C:8]([NH:10][C:11]1[CH:12]=[CH:13][C:14]2[N:15]([N:17]=[C:18]([C:32]3[CH:33]=[CH:34][CH:35]=[CH:36][CH:37]=3)[C:19]=2[CH:20]([OH:21])[C:22]2[N:27]=[C:26]([C:28]([O:30][CH3:31])=[O:29])[CH:25]=[CH:24][CH:23]=2)[CH:16]=1)=[O:9])([CH3:6])([CH3:4])[CH3:5]. The catalyst class is: 5. (4) Reactant: [F:1][CH:2]([F:26])[O:3][C:4]1[C:5]([OH:25])=[C:6](/[CH:10]=[CH:11]/[C:12]2[N:13]=[C:14]3[N:18]([C:19]=2[C:20]([O:22][CH2:23][CH3:24])=[O:21])[CH:17]=[CH:16][S:15]3)[CH:7]=[CH:8][CH:9]=1.C(=O)([O-])[O-].[Cs+].[Cs+].Br[CH2:34][C:35]([CH3:38])([CH3:37])[CH3:36]. Product: [F:26][CH:2]([F:1])[O:3][C:4]1[C:5]([O:25][CH2:34][C:35]([CH3:38])([CH3:37])[CH3:36])=[C:6](/[CH:10]=[CH:11]/[C:12]2[N:13]=[C:14]3[N:18]([C:19]=2[C:20]([O:22][CH2:23][CH3:24])=[O:21])[CH:17]=[CH:16][S:15]3)[CH:7]=[CH:8][CH:9]=1. The catalyst class is: 288.